Dataset: Reaction yield outcomes from USPTO patents with 853,638 reactions. Task: Predict the reaction yield, written as a fraction of the theoretical maximum amount of product (1.0 means a 100% yield; for example, 0.34 means a 34% yield). (1) The reactants are [P:1]([Cl:5])(Cl)([Cl:3])=[O:2].N1C(C)=CC=CC=1C.[N:14]1([CH:19]2[CH2:24][CH2:23][NH:22][CH2:21][CH2:20]2)[CH2:18][CH2:17][CH2:16][CH2:15]1. The catalyst is C(Cl)Cl. The product is [ClH:3].[N:14]1([CH:19]2[CH2:24][CH2:23][N:22]([P:1]([Cl:5])([Cl:3])=[O:2])[CH2:21][CH2:20]2)[CH2:18][CH2:17][CH2:16][CH2:15]1. The yield is 0.910. (2) The reactants are I[C:2]1[C:7]2[N:8]([C:11]3[CH:16]=[CH:15][CH:14]=[CH:13][CH:12]=3)[CH:9]=[N:10][C:6]=2[CH:5]=[C:4]([C:17]([F:20])([F:19])[F:18])[CH:3]=1.[CH3:21][N:22]1[C:30]2[C:25](=[CH:26][C:27](B(O)O)=[CH:28][CH:29]=2)[CH:24]=[CH:23]1.C(O)CCO.C(=O)([O-])[O-].[K+].[K+]. The catalyst is C(COC)OC.O.Cl[Pd](Cl)([P](C1C=CC=CC=1)(C1C=CC=CC=1)C1C=CC=CC=1)[P](C1C=CC=CC=1)(C1C=CC=CC=1)C1C=CC=CC=1. The product is [CH3:21][N:22]1[C:30]2[C:25](=[CH:26][C:27]([C:2]3[C:7]4[N:8]([C:11]5[CH:16]=[CH:15][CH:14]=[CH:13][CH:12]=5)[CH:9]=[N:10][C:6]=4[CH:5]=[C:4]([C:17]([F:20])([F:19])[F:18])[CH:3]=3)=[CH:28][CH:29]=2)[CH:24]=[CH:23]1. The yield is 0.840. (3) The reactants are Br[C:2]1[CH:11]=[C:10]2[C:5]([CH:6]=[CH:7][N:8]([CH2:13][C:14]3[CH:19]=[CH:18][C:17]([F:20])=[C:16]([F:21])[CH:15]=3)[C:9]2=[O:12])=[CH:4][CH:3]=1.[C:22]1([CH2:28][C:29]#[CH:30])[CH:27]=[CH:26][CH:25]=[CH:24][CH:23]=1.C(N(CC)CC)C. The catalyst is CN(C)C=O.[Cu]I.C1C=CC([P]([Pd]([P](C2C=CC=CC=2)(C2C=CC=CC=2)C2C=CC=CC=2)([P](C2C=CC=CC=2)(C2C=CC=CC=2)C2C=CC=CC=2)[P](C2C=CC=CC=2)(C2C=CC=CC=2)C2C=CC=CC=2)(C2C=CC=CC=2)C2C=CC=CC=2)=CC=1. The product is [F:21][C:16]1[CH:15]=[C:14]([CH:19]=[CH:18][C:17]=1[F:20])[CH2:13][N:8]1[CH:7]=[CH:6][C:5]2[C:10](=[CH:11][C:2]([C:30]#[C:29][CH2:28][C:22]3[CH:27]=[CH:26][CH:25]=[CH:24][CH:23]=3)=[CH:3][CH:4]=2)[C:9]1=[O:12]. The yield is 0.534. (4) The reactants are [C:1]1([CH2:7][CH:8]([NH:10][CH2:11][C:12]2[CH:17]=[CH:16][CH:15]=[CH:14][CH:13]=2)[CH3:9])[CH:6]=[CH:5][CH:4]=[CH:3][CH:2]=1.C(O)(=O)[C@@H](C1C=CC=CC=1)O. No catalyst specified. The product is [C:1]1([CH2:7][C@@H:8]([NH:10][CH2:11][C:12]2[CH:13]=[CH:14][CH:15]=[CH:16][CH:17]=2)[CH3:9])[CH:2]=[CH:3][CH:4]=[CH:5][CH:6]=1. The yield is 0.860.